This data is from NCI-60 drug combinations with 297,098 pairs across 59 cell lines. The task is: Regression. Given two drug SMILES strings and cell line genomic features, predict the synergy score measuring deviation from expected non-interaction effect. (1) Drug 1: C1=CC(=C2C(=C1NCCNCCO)C(=O)C3=C(C=CC(=C3C2=O)O)O)NCCNCCO. Drug 2: C#CCC(CC1=CN=C2C(=N1)C(=NC(=N2)N)N)C3=CC=C(C=C3)C(=O)NC(CCC(=O)O)C(=O)O. Cell line: DU-145. Synergy scores: CSS=64.2, Synergy_ZIP=-0.447, Synergy_Bliss=0.680, Synergy_Loewe=1.85, Synergy_HSA=1.87. (2) Drug 2: CC1C(C(CC(O1)OC2CC(CC3=C2C(=C4C(=C3O)C(=O)C5=C(C4=O)C(=CC=C5)OC)O)(C(=O)C)O)N)O.Cl. Cell line: HCC-2998. Drug 1: CCCS(=O)(=O)NC1=C(C(=C(C=C1)F)C(=O)C2=CNC3=C2C=C(C=N3)C4=CC=C(C=C4)Cl)F. Synergy scores: CSS=15.2, Synergy_ZIP=10.1, Synergy_Bliss=17.5, Synergy_Loewe=-12.2, Synergy_HSA=6.52. (3) Drug 1: CC1=C(C(CCC1)(C)C)C=CC(=CC=CC(=CC(=O)O)C)C. Drug 2: CC1=C2C(C(=O)C3(C(CC4C(C3C(C(C2(C)C)(CC1OC(=O)C(C(C5=CC=CC=C5)NC(=O)OC(C)(C)C)O)O)OC(=O)C6=CC=CC=C6)(CO4)OC(=O)C)O)C)O. Cell line: SNB-75. Synergy scores: CSS=27.5, Synergy_ZIP=9.66, Synergy_Bliss=12.8, Synergy_Loewe=7.03, Synergy_HSA=10.7. (4) Drug 1: CC1C(C(CC(O1)OC2CC(CC3=C2C(=C4C(=C3O)C(=O)C5=C(C4=O)C(=CC=C5)OC)O)(C(=O)CO)O)N)O.Cl. Drug 2: C1=NC2=C(N1)C(=S)N=CN2. Cell line: TK-10. Synergy scores: CSS=48.1, Synergy_ZIP=-6.51, Synergy_Bliss=-0.973, Synergy_Loewe=-8.90, Synergy_HSA=-0.200.